Task: Predict which catalyst facilitates the given reaction.. Dataset: Catalyst prediction with 721,799 reactions and 888 catalyst types from USPTO (1) Reactant: [NH2:1][CH2:2][C@@:3]1([CH2:13][C:14]([O:16]C(C)(C)C)=[O:15])[CH2:9][C@H:8]2[C@@H:4]1[CH:5]=[C:6]([CH:10]([CH3:12])[CH3:11])[CH2:7]2. Product: [NH2:1][CH2:2][C@@:3]1([CH2:13][C:14]([OH:16])=[O:15])[CH2:9][C@H:8]2[C@@H:4]1[CH:5]=[C:6]([CH:10]([CH3:12])[CH3:11])[CH2:7]2. The catalyst class is: 601. (2) Reactant: C([O:3][C:4]([C:6]1[N:7]=[C:8]([Br:16])[S:9][C:10]=1[C:11](OCC)=[O:12])=O)C.CC(C[AlH]CC(C)C)C.CO.[C@H](O)(C([O-])=O)[C@@H](O)C([O-])=O.[Na+].[K+]. Product: [Br:16][C:8]1[S:9][C:10]([CH2:11][OH:12])=[C:6]([CH2:4][OH:3])[N:7]=1. The catalyst class is: 11. (3) Reactant: [S:1]([O-:17])([O:4]CCCCCCCCCCCC)(=[O:3])=[O:2].[Na+].[OH-:19].[Na+].C=C[C:23]1[CH:28]=CC=CC=1.C(C1C=CC=CC=1[CH:37]=[CH2:38])=C.[N:39]([C:50]([C:57]#N)(C)CCC(O)=O)=NC(C#N)(C)CCC(O)=O. Product: [OH2:2].[N:39]1([CH2:28][CH2:23][S:1]([OH:17])(=[O:4])=[O:3])[CH2:38][CH2:37][O:19][CH2:57][CH2:50]1. The catalyst class is: 6. (4) Reactant: Cl[C:2]1[CH:3]=[C:4]([NH:11][C:12]2[CH:17]=[CH:16][C:15]([N:18]3[CH2:23][CH2:22][N:21]([CH:24]4[CH2:27][O:26][CH2:25]4)[CH2:20][CH2:19]3)=[CH:14][N:13]=2)[C:5]2[N:6]([CH:8]=[CH:9][N:10]=2)[CH:7]=1.C([O:31][CH2:32][C:33]1[C:38](B2OC(C)(C)C(C)(C)O2)=[CH:37][C:36]([F:48])=[CH:35][C:34]=1[N:49]1[CH2:61][CH2:60][N:52]2[C:53]3[CH2:54][CH2:55][CH2:56][CH2:57][C:58]=3[CH:59]=[C:51]2[C:50]1=[O:62])(=O)C.C1(P(C2CCCCC2)C2CCCCC2)CCCCC1.C([O-])([O-])=O.[Cs+].[Cs+]. Product: [F:48][C:36]1[CH:37]=[C:38]([C:2]2[CH:3]=[C:4]([NH:11][C:12]3[CH:17]=[CH:16][C:15]([N:18]4[CH2:23][CH2:22][N:21]([CH:24]5[CH2:27][O:26][CH2:25]5)[CH2:20][CH2:19]4)=[CH:14][N:13]=3)[C:5]3[N:6]([CH:8]=[CH:9][N:10]=3)[CH:7]=2)[C:33]([CH2:32][OH:31])=[C:34]([N:49]2[CH2:61][CH2:60][N:52]3[C:53]4[CH2:54][CH2:55][CH2:56][CH2:57][C:58]=4[CH:59]=[C:51]3[C:50]2=[O:62])[CH:35]=1. The catalyst class is: 333. (5) Reactant: [NH2:1][C:2]1[CH:3]=[C:4]([C:9]#[C:10][C:11]2[CH:12]=[N:13][CH:14]=[C:15]([CH:18]=2)[C:16]#[N:17])[CH:5]=[CH:6][C:7]=1[F:8].CN[C:21](Cl)=[O:22].[O:24]1CCC[CH2:25]1. Product: [CH3:25][O:24][C:21](=[O:22])[NH:1][C:2]1[CH:3]=[C:4]([C:9]#[C:10][C:11]2[CH:12]=[N:13][CH:14]=[C:15]([C:16]#[N:17])[CH:18]=2)[CH:5]=[CH:6][C:7]=1[F:8]. The catalyst class is: 228. (6) Reactant: CON(C)[C:4]([C:6]1[C:15](=[O:16])[C:14]2[C:9](=[CH:10][CH:11]=[CH:12][CH:13]=2)[N:8]([CH2:17][C:18]2[CH:23]=[CH:22][CH:21]=[C:20]([Br:24])[N:19]=2)[CH:7]=1)=[O:5].[Br:26][C:27]1[CH:28]=[N:29][C:30](I)=[N:31][CH:32]=1.C([Mg]Cl)(C)C. Product: [Br:24][C:20]1[N:19]=[C:18]([CH2:17][N:8]2[C:9]3[C:14](=[CH:13][CH:12]=[CH:11][CH:10]=3)[C:15](=[O:16])[C:6]([C:4]([C:30]3[N:31]=[CH:32][C:27]([Br:26])=[CH:28][N:29]=3)=[O:5])=[CH:7]2)[CH:23]=[CH:22][CH:21]=1. The catalyst class is: 1. (7) Product: [C:1]([C:4]1[CH:9]=[C:8]([C:27]2[CH:26]=[CH:25][C:24]([O:23][C:22]3[CH:21]=[CH:20][C:19]([F:18])=[CH:40][CH:39]=3)=[CH:29][CH:28]=2)[N:7]=[C:6]([NH:11][C@@H:12]([CH3:17])[C:13]([O:15][CH3:16])=[O:14])[N:5]=1)(=[O:3])[NH2:2]. The catalyst class is: 75. Reactant: [C:1]([C:4]1[CH:9]=[C:8](Cl)[N:7]=[C:6]([NH:11][C@@H:12]([CH3:17])[C:13]([O:15][CH3:16])=[O:14])[N:5]=1)(=[O:3])[NH2:2].[F:18][C:19]1[CH:40]=[CH:39][C:22]([O:23][C:24]2[CH:29]=[CH:28][C:27](B3OC(C)(C)C(C)(C)O3)=[CH:26][CH:25]=2)=[CH:21][CH:20]=1.C([O-])([O-])=O.[Na+].[Na+]. (8) Reactant: [Si:1]([O:8][C@@H:9]1[C@@H:13]([CH2:14][O:15][Si:16]([C:19]([CH3:22])([CH3:21])[CH3:20])([CH3:18])[CH3:17])[O:12][C@@H:11]([N:23]2[C:41]3[N:40]=[CH:39][N:38]=[C:27]([O:28][C:29]4[CH:34]=[CH:33][C:32]([N+]([O-])=O)=[CH:31][CH:30]=4)[C:26]=3[N:25]=[CH:24]2)[CH2:10]1)([C:4]([CH3:7])([CH3:6])[CH3:5])([CH3:3])[CH3:2].N1(OC2C3N=CN(C=3N=CN=2)[C@@H]2O[C@H](CO[Si](C(C)(C)C)(C)C)[C@@H](O[Si](C(C)(C)C)(C)C)C2)C2C=CC=CC=2N=N1.C([O-])([O-])=O.[Cs+].[Cs+].O[C:90]1[CH:102]=[CH:101][C:100]2C3C(=CC=CC=3)[CH2:93][C:92]=2[CH:91]=1. Product: [Si:16]([O:15][C@@H:14]1[C@@H:13]([CH2:9][O:8][Si:1]([C:4]([CH3:6])([CH3:7])[CH3:5])([CH3:3])[CH3:2])[O:12][C@@H:11]([N:23]2[C:41]3[N:40]=[CH:39][N:38]=[C:27]([O:28][C:29]4[CH:34]=[CH:33][C:32]5[C:100]6[C:92](=[CH:91][CH:90]=[CH:102][CH:101]=6)[CH2:93][C:31]=5[CH:30]=4)[C:26]=3[N:25]=[CH:24]2)[CH2:10]1)([C:19]([CH3:22])([CH3:21])[CH3:20])([CH3:18])[CH3:17]. The catalyst class is: 57. (9) Reactant: C(OC([NH:8][C@@H:9]([CH2:13][CH2:14][CH2:15][CH2:16][NH:17][CH2:18][CH2:19][N:20]1[C:29]2[C:24]([C:25](=[O:31])[NH:26][C:27](=[O:30])[N:28]=2)=[N:23][C:22]2[CH:32]=[C:33]([CH3:37])[C:34]([CH3:36])=[CH:35][C:21]1=2)[C:10]([OH:12])=[O:11])=O)(C)(C)C.C(Cl)Cl. Product: [NH2:8][C@@H:9]([CH2:13][CH2:14][CH2:15][CH2:16][NH:17][CH2:18][CH2:19][N:20]1[C:29]2[C:24]([C:25](=[O:31])[NH:26][C:27](=[O:30])[N:28]=2)=[N:23][C:22]2[CH:32]=[C:33]([CH3:37])[C:34]([CH3:36])=[CH:35][C:21]1=2)[C:10]([OH:12])=[O:11]. The catalyst class is: 67. (10) Reactant: C1(C)C=CC(S(O[CH:11]([F:17])[CH:12]([CH2:15][F:16])[C:13]#[CH:14])(=O)=O)=CC=1.[OH:19][C:20]1[CH:25]=[CH:24][C:23]([C:26]([F:29])([F:28])[F:27])=[CH:22][CH:21]=1.C(N(C(C)C)CC)(C)C. Product: [F:29][C:26]([F:27])([F:28])[C:23]1[CH:24]=[CH:25][C:20]([O:19][C:12]([CH2:11][F:17])([C:13]#[CH:14])[CH2:15][F:16])=[CH:21][CH:22]=1. The catalyst class is: 10.